From a dataset of HIV replication inhibition screening data with 41,000+ compounds from the AIDS Antiviral Screen. Binary Classification. Given a drug SMILES string, predict its activity (active/inactive) in a high-throughput screening assay against a specified biological target. (1) The drug is c1ccc(Nc2nnc(CSc3nc(-c4ccccc4)c(-c4ccccc4)[nH]3)s2)cc1. The result is 0 (inactive). (2) The molecule is CC1=CC(C)=[N+]2C(c3ccccc3)=S3[Pt+2]24N1C(c1ccccc1)=S4[Pt+2]31S2=C(c3ccccc3)N3C(C)=CC(C)=[N+]4C(c5ccccc5)=S1[Pt+2]342.[Cl-]. The result is 0 (inactive). (3) The molecule is O=[N+]([O-])c1ccc2[nH]c(=S)n(C=C(c3ccc(Cl)cc3)S(=O)(=O)Cc3ccc(Cl)cc3)c2c1. The result is 0 (inactive). (4) The drug is CCCCCCCCCCC(c1cc(Cl)c(O)c(C(=O)O)c1)c1cc(Cl)c(O)c(C(=O)O)c1.N. The result is 0 (inactive).